From a dataset of Reaction yield outcomes from USPTO patents with 853,638 reactions. Predict the reaction yield, written as a fraction of the theoretical maximum amount of product (1.0 means a 100% yield; for example, 0.34 means a 34% yield). (1) The reactants are CCN(CC)CC.[SH:8][CH2:9][C:10]([OH:12])=[O:11].Cl[C:14]1[CH:19]=[CH:18][C:17]([N+:20]([O-:22])=[O:21])=[CH:16][C:15]=1[N+:23]([O-:25])=[O:24].O. The catalyst is O1CCOCC1. The product is [N+:20]([C:17]1[CH:16]=[C:15]([N+:23]([O-:25])=[O:24])[CH:14]=[CH:19][C:18]=1[S:8][CH2:9][C:10]([OH:12])=[O:11])([O-:22])=[O:21]. The yield is 0.740. (2) The reactants are [Cl:1][C:2]1[C:10]2[C:5](=[CH:6][CH:7]=[CH:8][CH:9]=2)[N:4]([C:11]2[N:15]([CH3:16])[N:14]=[C:13]([CH3:17])[C:12]=2[CH:18]=O)[N:3]=1.C(OP([CH2:28][C:29]([O:31]CC)=[O:30])(OCC)=O)C.[H-].[Na+].O. The catalyst is O1CCCC1. The product is [Cl:1][C:2]1[C:10]2[C:5](=[CH:6][CH:7]=[CH:8][CH:9]=2)[N:4]([C:11]2[N:15]([CH3:16])[N:14]=[C:13]([CH3:17])[C:12]=2/[CH:18]=[CH:28]/[C:29]([OH:31])=[O:30])[N:3]=1. The yield is 0.840. (3) The reactants are [Cl:1][C:2]1[C:11]2[C:6](=[CH:7][C:8]([NH2:13])=[C:9]([Cl:12])[CH:10]=2)[CH:5]=[CH:4][N:3]=1.[B-](F)(F)(F)[F:15].[B-](F)(F)(F)F.C1[N+]2(CCl)CC[N+](F)(CC2)C1. No catalyst specified. The product is [Cl:1][C:2]1[C:11]2[C:6](=[C:7]([F:15])[C:8]([NH2:13])=[C:9]([Cl:12])[CH:10]=2)[CH:5]=[CH:4][N:3]=1. The yield is 0.600. (4) The reactants are [F:1][C:2]([F:45])([F:44])[C:3]1[CH:4]=[C:5]([C:13]([CH3:43])([CH3:42])[C:14]([N:16]([CH3:41])[C:17]2[C:18]([C:34]3[CH:39]=[CH:38][CH:37]=[CH:36][C:35]=3[CH3:40])=[CH:19][C:20]([N:23]3[CH2:27][C@H:26](O)[CH2:25][C@H:24]3[CH2:29][O:30][C:31](=[O:33])[CH3:32])=[N:21][CH:22]=2)=[O:15])[CH:6]=[C:7]([C:9]([F:12])([F:11])[F:10])[CH:8]=1.C(N(S(F)(F)[F:52])CC)C. The catalyst is ClCCl.[OH-].[Na+]. The product is [F:11][C:9]([F:10])([F:12])[C:7]1[CH:6]=[C:5]([C:13]([CH3:43])([CH3:42])[C:14]([N:16]([CH3:41])[C:17]2[C:18]([C:34]3[CH:39]=[CH:38][CH:37]=[CH:36][C:35]=3[CH3:40])=[CH:19][C:20]([N:23]3[CH2:27][C@@H:26]([F:52])[CH2:25][C@H:24]3[CH2:29][O:30][C:31](=[O:33])[CH3:32])=[N:21][CH:22]=2)=[O:15])[CH:4]=[C:3]([C:2]([F:1])([F:44])[F:45])[CH:8]=1. The yield is 0.350. (5) The reactants are Br[C:2]1[C:3]([C:9]#[N:10])=[N:4][C:5]([CH3:8])=[CH:6][CH:7]=1.[NH:11]1[CH:15]=[CH:14][CH:13]=[N:12]1.CN[C@H]1CCCC[C@@H]1NC.C([O-])([O-])=O.[Cs+].[Cs+]. The catalyst is CN(C=O)C.[Cu]I. The product is [CH3:8][C:5]1[N:4]=[C:3]([C:9]#[N:10])[C:2]([N:11]2[CH:15]=[CH:14][CH:13]=[N:12]2)=[CH:7][CH:6]=1. The yield is 0.640.